Dataset: Forward reaction prediction with 1.9M reactions from USPTO patents (1976-2016). Task: Predict the product of the given reaction. (1) Given the reactants [CH3:1][O:2][C:3](=[O:19])[C:4]([C:14](=[O:18])[CH:15]([CH3:17])[CH3:16])=[C:5]([C:7]1[CH:12]=[CH:11][C:10]([F:13])=[CH:9][CH:8]=1)[OH:6].[C:20](OC)(OC)(OC)C.S([O-])([O-])(=O)=O.[Mg+2].S(=O)(=O)(O)O, predict the reaction product. The product is: [CH3:1][O:2][C:3](=[O:19])[C:4]([C:5](=[O:6])[C:7]1[CH:12]=[CH:11][C:10]([F:13])=[CH:9][CH:8]=1)=[C:14]([O:18][CH3:20])[CH:15]([CH3:17])[CH3:16]. (2) The product is: [NH2:1][C@@H:4]1[CH2:9][CH2:8][N:7]([C:10]([O:12][C:13]([CH3:14])([CH3:15])[CH3:16])=[O:11])[CH2:6][C@H:5]1[O:17][Si:18]([C:21]([CH3:24])([CH3:23])[CH3:22])([CH3:20])[CH3:19]. Given the reactants [N:1]([C@@H:4]1[CH2:9][CH2:8][N:7]([C:10]([O:12][C:13]([CH3:16])([CH3:15])[CH3:14])=[O:11])[CH2:6][C@H:5]1[O:17][Si:18]([C:21]([CH3:24])([CH3:23])[CH3:22])([CH3:20])[CH3:19])=[N+]=[N-], predict the reaction product. (3) Given the reactants [C:1]([O:5][C:6]([N:8]1[CH2:12][CH2:11][CH:10]([NH:13][S:14]([CH3:17])(=[O:16])=[O:15])[CH2:9]1)=[O:7])([CH3:4])([CH3:3])[CH3:2].[H-].[Na+].Br[CH2:21][C:22]1[S:30][C:29]2[C:28]([N:31]3[CH2:36][CH2:35][O:34][CH2:33][CH2:32]3)=[N:27][C:26]([Cl:37])=[N:25][C:24]=2[CH:23]=1, predict the reaction product. The product is: [C:1]([O:5][C:6]([N:8]1[CH2:12][CH2:11][CH:10]([N:13]([CH2:21][C:22]2[S:30][C:29]3[C:28]([N:31]4[CH2:36][CH2:35][O:34][CH2:33][CH2:32]4)=[N:27][C:26]([Cl:37])=[N:25][C:24]=3[CH:23]=2)[S:14]([CH3:17])(=[O:16])=[O:15])[CH2:9]1)=[O:7])([CH3:4])([CH3:3])[CH3:2]. (4) The product is: [Cl:8][C:9]1[C:14]([N+:15]([O-:17])=[O:16])=[C:13]([NH:22][CH2:23][CH2:24][CH2:25][C:26]([O:28][CH2:29][CH3:30])=[O:27])[C:12]([CH3:19])=[C:11]([CH3:20])[N:10]=1. Given the reactants C(N(CC)CC)C.[Cl:8][C:9]1[C:14]([N+:15]([O-:17])=[O:16])=[C:13](Cl)[C:12]([CH3:19])=[C:11]([CH3:20])[N:10]=1.Cl.[NH2:22][CH2:23][CH2:24][CH2:25][C:26]([O:28][CH2:29][CH3:30])=[O:27], predict the reaction product. (5) Given the reactants C([N:3]([CH2:6]C)CC)C.[CH2:8]([O:15][C:16]([NH:18][C:19]1[CH:34]=[CH:33][C:22]([O:23][C:24]2[CH:29]=[CH:28][N:27]=[C:26](C(O)=O)[CH:25]=2)=[CH:21][C:20]=1[F:35])=[O:17])[C:9]1[CH:14]=[CH:13][CH:12]=[CH:11][CH:10]=1.C1(P(N=[N+]=[N-])(C2C=CC=CC=2)=[O:43])C=CC=CC=1.C(OCC)(=O)C.[C:59]([OH:63])([CH3:62])([CH3:61])[CH3:60], predict the reaction product. The product is: [C:59]([O:63][C:6](=[O:43])[NH:3][C:26]1[CH:25]=[C:24]([O:23][C:22]2[CH:33]=[CH:34][C:19]([NH:18][C:16]([O:15][CH2:8][C:9]3[CH:14]=[CH:13][CH:12]=[CH:11][CH:10]=3)=[O:17])=[C:20]([F:35])[CH:21]=2)[CH:29]=[CH:28][N:27]=1)([CH3:62])([CH3:61])[CH3:60].